This data is from Full USPTO retrosynthesis dataset with 1.9M reactions from patents (1976-2016). The task is: Predict the reactants needed to synthesize the given product. (1) Given the product [CH2:9]([O:8][C:6]([C:5]1[C:4](=[O:22])[C:18]2[C:13](=[C:14]([N+:19]([O-:21])=[O:20])[CH:15]=[CH:16][CH:17]=2)[NH:12][CH:11]=1)=[O:7])[CH3:10], predict the reactants needed to synthesize it. The reactants are: C(O[C:4](=[O:22])[C:5](=[CH:11][NH:12][C:13]1[CH:18]=[CH:17][CH:16]=[CH:15][C:14]=1[N+:19]([O-:21])=[O:20])[C:6]([O:8][CH2:9][CH3:10])=[O:7])C.CCCCCC.C(OCC)(=O)C.C(OCC)C. (2) Given the product [Br:1][C:2]1[CH:8]=[C:7]([Cl:9])[CH:6]=[CH:5][C:3]=1[NH:4][CH:10]1[CH2:14][CH2:13][CH2:12][CH2:11]1, predict the reactants needed to synthesize it. The reactants are: [Br:1][C:2]1[CH:8]=[C:7]([Cl:9])[CH:6]=[CH:5][C:3]=1[NH2:4].[C:10]1(=O)[CH2:14][CH2:13][CH2:12][CH2:11]1. (3) Given the product [CH2:22]([O:21][CH2:20][CH2:19][N:7]1[C:2]([CH3:15])([CH3:1])[CH2:3][C:4]2[O:11][CH:10]=[C:9]([C:12]([OH:14])=[O:13])[C:5]=2[C:6]1=[O:8])[C:23]1[CH:28]=[CH:27][CH:26]=[CH:25][CH:24]=1, predict the reactants needed to synthesize it. The reactants are: [CH3:1][C:2]1([CH3:15])[NH:7][C:6](=[O:8])[C:5]2[C:9]([C:12]([OH:14])=[O:13])=[CH:10][O:11][C:4]=2[CH2:3]1.[H-].[Na+].Br[CH2:19][CH2:20][O:21][CH2:22][C:23]1[CH:28]=[CH:27][CH:26]=[CH:25][CH:24]=1. (4) The reactants are: [F:1][C:2]1[CH:10]=[CH:9][C:5]([C:6]([OH:8])=[O:7])=[CH:4][C:3]=1[CH3:11].[C:12](=O)([O-])[O-].[K+].[K+].IC. Given the product [F:1][C:2]1[CH:10]=[CH:9][C:5]([C:6]([O:8][CH3:12])=[O:7])=[CH:4][C:3]=1[CH3:11], predict the reactants needed to synthesize it. (5) Given the product [N:17]1([CH2:16][CH2:15][CH2:14][O:13][C:10]2[CH:11]=[CH:12][C:7]([CH:5]([OH:6])[CH2:4][CH:3]=[CH2:24])=[CH:8][CH:9]=2)[CH2:22][CH2:21][CH2:20][CH2:19][CH2:18]1, predict the reactants needed to synthesize it. The reactants are: CN(C)[CH2:3][CH2:4][C:5]([C:7]1[CH:12]=[CH:11][C:10]([O:13][CH2:14][CH2:15][CH2:16][N:17]2[CH2:22][CH2:21][CH2:20][CH2:19][CH2:18]2)=[CH:9][CH:8]=1)=[O:6].[CH2:24]([Mg]Br)C=C.[Na+].[Cl-].